Task: Predict the product of the given reaction.. Dataset: Forward reaction prediction with 1.9M reactions from USPTO patents (1976-2016) (1) Given the reactants [Br:1][C:2]1[CH:3]=[N:4][CH:5]=[CH:6][C:7]=1Cl.[F:9][C:10]([F:15])([F:14])[C@@H:11]([OH:13])[CH3:12], predict the reaction product. The product is: [Br:1][C:2]1[CH:3]=[N:4][CH:5]=[CH:6][C:7]=1[O:13][C@@H:11]([CH3:12])[C:10]([F:15])([F:14])[F:9]. (2) Given the reactants [NH2:1][C:2]1[C:3](Cl)=[N:4][CH:5]=[N:6][C:7]=1[Cl:8].[C:10](Cl)(=[O:17])[C:11]1[CH:16]=[CH:15][CH:14]=[CH:13][CH:12]=1, predict the reaction product. The product is: [Cl:8][C:7]1[C:2]2[N:1]=[C:10]([C:11]3[CH:16]=[CH:15][CH:14]=[CH:13][CH:12]=3)[O:17][C:3]=2[N:4]=[CH:5][N:6]=1. (3) Given the reactants Cl[C:2]1[C:7]([C:8]([O:10][CH2:11][CH3:12])=[O:9])=[CH:6][N:5]=[C:4]2[N:13]([CH2:16][CH3:17])[N:14]=[CH:15][C:3]=12.C(N(CC)CC)C.[NH2:25][CH:26]1[CH2:31][CH2:30][O:29][CH2:28][CH2:27]1, predict the reaction product. The product is: [CH2:16]([N:13]1[C:4]2=[N:5][CH:6]=[C:7]([C:8]([O:10][CH2:11][CH3:12])=[O:9])[C:2]([NH:25][CH:26]3[CH2:31][CH2:30][O:29][CH2:28][CH2:27]3)=[C:3]2[CH:15]=[N:14]1)[CH3:17]. (4) Given the reactants [CH3:1][O:2][C:3]1[CH:4]=[C:5]([OH:10])[CH:6]=[C:7]([CH3:9])[CH:8]=1.Cl[C:12]1[CH:13]=[CH:14][C:15]([N+:27]([O-:29])=[O:28])=[C:16]([CH2:18][NH:19][C:20](=[O:26])[O:21][C:22]([CH3:25])([CH3:24])[CH3:23])[CH:17]=1.[H-].[Na+], predict the reaction product. The product is: [CH3:1][O:2][C:3]1[CH:4]=[C:5]([CH:6]=[C:7]([CH3:9])[CH:8]=1)[O:10][C:12]1[CH:13]=[CH:14][C:15]([N+:27]([O-:29])=[O:28])=[C:16]([CH2:18][NH:19][C:20](=[O:26])[O:21][C:22]([CH3:25])([CH3:23])[CH3:24])[CH:17]=1. (5) The product is: [OH:8][C:9]1[CH:14]=[C:13]([O:15][CH3:16])[CH:12]=[CH:11][C:10]=1[CH:17]1[CH2:21][N:20]([C:22]2[CH:23]=[C:24]([CH:28]=[CH:29][CH:30]=2)[C:25]([NH2:27])=[O:26])[C:19](=[O:31])[CH2:18]1. Given the reactants C([O:8][C:9]1[CH:14]=[C:13]([O:15][CH3:16])[CH:12]=[CH:11][C:10]=1[CH:17]1[CH2:21][N:20]([C:22]2[CH:23]=[C:24]([CH:28]=[CH:29][CH:30]=2)[C:25]([NH2:27])=[O:26])[C:19](=[O:31])[CH2:18]1)C1C=CC=CC=1, predict the reaction product. (6) Given the reactants [C:1](Cl)(=[O:5])[C:2](Cl)=O.CS(C)=O.CN([CH:22]([C:26]1[CH:31]=CC=C[CH:27]=1)CC=C)S(C1C=CC=CC=1)(=O)=O.[CH2:32]([N:34](CC)[CH2:35][CH3:36])[CH3:33].[C:39]([O:42]CC)(=[O:41])C, predict the reaction product. The product is: [C:26]([O:42][C:39]([N:34]1[CH2:35][CH2:36][CH:2]([CH:1]=[O:5])[CH2:33][CH2:32]1)=[O:41])([CH3:22])([CH3:27])[CH3:31]. (7) The product is: [C:9]([O-:15])(=[O:14])[C:10]([CH3:13])([CH3:12])[CH3:11].[C:7]([CH2:6][CH2:5][Zn+:1])#[N:8]. Given the reactants [Zn:1].[Li+].[Cl-].I[CH2:5][CH2:6][C:7]#[N:8].[C:9]([O-:15])(=[O:14])[C:10]([CH3:13])([CH3:12])[CH3:11].[Li+], predict the reaction product.